This data is from Forward reaction prediction with 1.9M reactions from USPTO patents (1976-2016). The task is: Predict the product of the given reaction. (1) Given the reactants [CH2:1]([O:8][C:9]([NH:11][C@@H:12]([CH2:17][O:18][CH2:19][C@H:20]([O:30][CH2:31][C:32]([CH3:34])=[CH2:33])[C@@H:21]([O:25][CH2:26][C:27]([CH3:29])=[CH2:28])[C@@H:22]([OH:24])[CH3:23])[C:13](OC)=[O:14])=[O:10])[C:2]1[CH:7]=[CH:6][CH:5]=[CH:4][CH:3]=1.[Li+].[OH-].CC1C=CC=C([N+]([O-])=O)C=1C(OC(C1C([N+]([O-])=O)=CC=CC=1C)=O)=O, predict the reaction product. The product is: [CH3:23][C@@H:22]1[O:24][C:13](=[O:14])[C@@H:12]([NH:11][C:9](=[O:10])[O:8][CH2:1][C:2]2[CH:7]=[CH:6][CH:5]=[CH:4][CH:3]=2)[CH2:17][O:18][CH2:19][C@H:20]([O:30][CH2:31][C:32]([CH3:34])=[CH2:33])[C@H:21]1[O:25][CH2:26][C:27]([CH3:29])=[CH2:28]. (2) The product is: [CH:1]1([C:7]2([CH3:15])[N:11]([CH3:12])[C:10](=[O:13])[N:9]([CH2:17][C:18](=[O:19])[C:20]3[CH:21]=[C:22]([CH3:26])[CH:23]=[CH:24][CH:25]=3)[C:8]2=[O:14])[CH2:2][CH2:3][CH2:4][CH2:5][CH2:6]1. Given the reactants [CH:1]1([C:7]2([CH3:15])[N:11]([CH3:12])[C:10](=[O:13])[NH:9][C:8]2=[O:14])[CH2:6][CH2:5][CH2:4][CH2:3][CH2:2]1.Br[CH2:17][C:18]([C:20]1[CH:21]=[C:22]([CH3:26])[CH:23]=[CH:24][CH:25]=1)=[O:19], predict the reaction product. (3) Given the reactants FC(F)(F)S(O[C:7]1[CH2:11][C@@H:10]([CH2:12][O:13][Si:14]([C:17]([CH3:20])([CH3:19])[CH3:18])([CH3:16])[CH3:15])[N:9]([C:21](=[O:44])[C:22]2[CH:27]=[C:26]([O:28][CH3:29])[C:25]([O:30][Si:31]([CH:38]([CH3:40])[CH3:39])([CH:35]([CH3:37])[CH3:36])[CH:32]([CH3:34])[CH3:33])=[CH:24][C:23]=2[N+:41]([O-:43])=[O:42])[CH:8]=1)(=O)=O.[CH:47](/B(O)O)=[CH:48]\[CH3:49].P([O-])([O-])([O-])=O.[K+].[K+].[K+].C(OCC)(=O)C, predict the reaction product. The product is: [Si:14]([O:13][CH2:12][C@@H:10]1[CH2:11][C:7](/[CH:47]=[CH:48]/[CH3:49])=[CH:8][N:9]1[C:21]([C:22]1[CH:27]=[C:26]([O:28][CH3:29])[C:25]([O:30][Si:31]([CH:32]([CH3:34])[CH3:33])([CH:38]([CH3:39])[CH3:40])[CH:35]([CH3:36])[CH3:37])=[CH:24][C:23]=1[N+:41]([O-:43])=[O:42])=[O:44])([C:17]([CH3:18])([CH3:19])[CH3:20])([CH3:16])[CH3:15]. (4) Given the reactants [C:1]([N:5]1[C:9]([CH3:10])=[C:8]([C:11]([O:13]CC)=[O:12])[CH:7]=[N:6]1)([CH3:4])([CH3:3])[CH3:2].O.[OH-].[Li+].Cl, predict the reaction product. The product is: [C:1]([N:5]1[C:9]([CH3:10])=[C:8]([C:11]([OH:13])=[O:12])[CH:7]=[N:6]1)([CH3:4])([CH3:2])[CH3:3]. (5) Given the reactants [F:1][CH:2]([F:25])[C:3]1[N:8]2[N:9]=[CH:10][C:11]([C:12]([OH:14])=O)=[C:7]2[N:6]=[C:5]([C:15]2[CH:20]=[CH:19][C:18]([C:21]([F:24])([F:23])[F:22])=[CH:17][CH:16]=2)[CH:4]=1.[NH2:26][C:27]1[S:31][C:30]([S:32]([NH2:35])(=[O:34])=[O:33])=[N:29][N:28]=1, predict the reaction product. The product is: [S:32]([C:30]1[S:31][C:27]([NH:26][C:12]([C:11]2[CH:10]=[N:9][N:8]3[C:3]([CH:2]([F:25])[F:1])=[CH:4][C:5]([C:15]4[CH:16]=[CH:17][C:18]([C:21]([F:22])([F:24])[F:23])=[CH:19][CH:20]=4)=[N:6][C:7]=23)=[O:14])=[N:28][N:29]=1)(=[O:34])(=[O:33])[NH2:35]. (6) Given the reactants [CH2:1]([O:3][C:4]([C:6]1[O:7][C:8]2[CH:17]=[C:16]([O:18]C)[CH:15]=[CH:14][C:9]=2[C:10]=1[CH:11]([CH3:13])[CH3:12])=[O:5])[CH3:2].B(Br)(Br)Br, predict the reaction product. The product is: [CH2:1]([O:3][C:4]([C:6]1[O:7][C:8]2[CH:17]=[C:16]([OH:18])[CH:15]=[CH:14][C:9]=2[C:10]=1[CH:11]([CH3:13])[CH3:12])=[O:5])[CH3:2]. (7) Given the reactants [CH3:1][O:2][C:3]1[C:25]([O:26][CH3:27])=[CH:24][C:6]2[CH:7]3[N:12]([CH:13]([CH2:15][CH2:16][CH3:17])[CH2:14][C:5]=2[CH:4]=1)[CH:11]=[C:10]([C:18]([O:20][CH2:21][CH3:22])=[O:19])[C:9](=[O:23])[CH2:8]3.C1(Cl)C(=O)C(Cl)=C(Cl)C(=O)C=1Cl, predict the reaction product. The product is: [CH3:1][O:2][C:3]1[C:25]([O:26][CH3:27])=[CH:24][C:6]2[C:7]3[N:12]([CH:13]([CH2:15][CH2:16][CH3:17])[CH2:14][C:5]=2[CH:4]=1)[CH:11]=[C:10]([C:18]([O:20][CH2:21][CH3:22])=[O:19])[C:9](=[O:23])[CH:8]=3. (8) Given the reactants [Na].[Na].[C:3]([C:6]1[O:7][C:8]2[C:13]([C:14](=[O:16])[CH:15]=1)=[C:12]([O:17][CH2:18][CH:19]([OH:36])[CH2:20][O:21][C:22]1[CH:31]=[CH:30][CH:29]=[C:28]3[C:23]=1[C:24](=[O:35])[CH:25]=[C:26]([C:32]([OH:34])=[O:33])[O:27]3)[CH:11]=[CH:10][CH:9]=2)([OH:5])=[O:4].C(Br)C1C=CC=CC=1.C(=O)([O-])O.[Na+], predict the reaction product. The product is: [C:32]([C:26]1[O:27][C:28]2[C:23]([C:24](=[O:35])[CH:25]=1)=[C:22]([O:21][CH2:20][CH:19]([OH:36])[CH2:18][O:17][C:12]1[CH:11]=[CH:10][CH:9]=[C:8]3[C:13]=1[C:14](=[O:16])[CH:15]=[C:6]([C:3]([OH:5])=[O:4])[O:7]3)[CH:31]=[CH:30][CH:29]=2)([OH:34])=[O:33]. (9) Given the reactants F[C:2]1[CH:7]=[CH:6][C:5]([C:8]([F:11])([F:10])[F:9])=[CH:4][C:3]=1[N+:12]([O-:14])=[O:13].C(N(C(C)C)CC)(C)C.[NH:24]1[CH:28]=[CH:27][N:26]=[CH:25]1, predict the reaction product. The product is: [N+:12]([C:3]1[CH:4]=[C:5]([C:8]([F:11])([F:10])[F:9])[CH:6]=[CH:7][C:2]=1[N:24]1[CH:28]=[CH:27][N:26]=[CH:25]1)([O-:14])=[O:13].